This data is from Catalyst prediction with 721,799 reactions and 888 catalyst types from USPTO. The task is: Predict which catalyst facilitates the given reaction. Reactant: [CH2:1]([N:3]1[C:7]([OH:8])=[CH:6][C:5]([C:9]2[CH:14]=[CH:13][CH:12]=[CH:11][N:10]=2)=[N:4]1)[CH3:2].[H-].[Na+].C1C=CC(N([S:24]([C:27]([F:30])([F:29])[F:28])(=[O:26])=[O:25])[S:24]([C:27]([F:30])([F:29])[F:28])(=[O:26])=[O:25])=CC=1.O. Product: [CH2:1]([N:3]1[C:7]([O:8][S:24]([C:27]([F:30])([F:29])[F:28])(=[O:26])=[O:25])=[CH:6][C:5]([C:9]2[CH:14]=[CH:13][CH:12]=[CH:11][N:10]=2)=[N:4]1)[CH3:2]. The catalyst class is: 1.